This data is from Reaction yield outcomes from USPTO patents with 853,638 reactions. The task is: Predict the reaction yield, written as a fraction of the theoretical maximum amount of product (1.0 means a 100% yield; for example, 0.34 means a 34% yield). The reactants are C(OC([N:8]1[C:16]2[CH:15]=[CH:14][N:13]=[CH:12][C:11]=2[CH:10]=[C:9]1[CH2:17][N:18]1[CH2:23][CH2:22][N:21]([CH2:24][C:25]#C)[CH2:20][C:19]1=[O:27])=O)(C)(C)C.C(OC(=O)[NH:34][C:35]1[CH:40]=[CH:39][N:38]=[CH:37][C:36]=1I)(C)(C)C.[CH3:43]CN(CC)CC. The catalyst is CN(C=O)C.CCOC(C)=O.O.[Cu]I. The product is [NH:8]1[C:16]2[CH:15]=[CH:14][N:13]=[CH:12][C:11]=2[CH:10]=[C:9]1[CH2:17][N:18]1[CH2:23][CH2:22][N:21]([CH2:24][C:25]2[NH:34][C:35]3[CH:40]=[CH:39][N:38]=[CH:37][C:36]=3[CH:43]=2)[CH2:20][C:19]1=[O:27]. The yield is 0.510.